From a dataset of Retrosynthesis with 50K atom-mapped reactions and 10 reaction types from USPTO. Predict the reactants needed to synthesize the given product. (1) Given the product CC[Si](CC)(CC)OC(C)(C)c1ccn2c(-c3ccnc(-c4ccco4)n3)cnc2n1, predict the reactants needed to synthesize it. The reactants are: CCCC[Sn](CCCC)(CCCC)c1ccco1.CC[Si](CC)(CC)OC(C)(C)c1ccn2c(-c3ccnc(Cl)n3)cnc2n1. (2) Given the product CCOC(=O)Cc1oc2cccc-2cc1-c1ccccc1, predict the reactants needed to synthesize it. The reactants are: CCO.O=C(O)Cc1oc2cccc-2cc1-c1ccccc1. (3) Given the product CC(C)(C(=O)O)C(C)(C)c1ccc2c(cnn2-c2ccc(F)cc2)c1, predict the reactants needed to synthesize it. The reactants are: COC(=O)C(C)(C)C(C)(C)c1ccc2c(cnn2-c2ccc(F)cc2)c1.